From a dataset of Full USPTO retrosynthesis dataset with 1.9M reactions from patents (1976-2016). Predict the reactants needed to synthesize the given product. Given the product [N:15]1[CH:16]=[CH:17][C:12]([C:9]2[N:7]3[CH:8]=[C:3]([CH:1]=[O:26])[CH:4]=[CH:5][C:6]3=[N:11][CH:10]=2)=[CH:13][CH:14]=1, predict the reactants needed to synthesize it. The reactants are: [CH:1]([C:3]1[CH:4]=[CH:5][C:6]2[N:7]([C:9]([C:12]3[CH:17]=[CH:16][N:15]=[CH:14][CH:13]=3)=[CH:10][N:11]=2)[CH:8]=1)=C.N1C(C)=CC=CC=1C.[O:26]1CCOCC1.O.